From a dataset of Full USPTO retrosynthesis dataset with 1.9M reactions from patents (1976-2016). Predict the reactants needed to synthesize the given product. (1) Given the product [CH3:1][S:2][C:3]1[N:4]=[CH:5][C:6]2[CH2:12][N:11]([C:14]3[CH:15]=[C:16]([CH:30]=[CH:31][N:32]=3)[C:17]([NH:19][C:20]3[CH:25]=[CH:24][CH:23]=[C:22]([C:26]([F:27])([F:28])[F:29])[CH:21]=3)=[O:18])[CH2:10][CH2:9][C:7]=2[N:8]=1, predict the reactants needed to synthesize it. The reactants are: [CH3:1][S:2][C:3]1[N:4]=[CH:5][C:6]2[CH2:12][NH:11][CH2:10][CH2:9][C:7]=2[N:8]=1.Br[C:14]1[CH:15]=[C:16]([CH:30]=[CH:31][N:32]=1)[C:17]([NH:19][C:20]1[CH:25]=[CH:24][CH:23]=[C:22]([C:26]([F:29])([F:28])[F:27])[CH:21]=1)=[O:18]. (2) Given the product [Cl:17][C:13]1[CH:12]=[C:11]2[C:16](=[CH:15][CH:14]=1)[N:8]([CH2:7][C:6]([OH:35])=[O:5])[C:9](=[O:34])[C:10]12[C:21](=[O:22])[N:20]([CH2:23][C:24]2[N:25]=[C:26]([CH:29]([CH3:31])[CH3:30])[S:27][CH:28]=2)[C:19](=[O:32])[N:18]1[CH3:33], predict the reactants needed to synthesize it. The reactants are: C([O:5][C:6](=[O:35])[CH2:7][N:8]1[C:16]2[C:11](=[CH:12][C:13]([Cl:17])=[CH:14][CH:15]=2)[C:10]2([C:21](=[O:22])[N:20]([CH2:23][C:24]3[N:25]=[C:26]([CH:29]([CH3:31])[CH3:30])[S:27][CH:28]=3)[C:19](=[O:32])[N:18]2[CH3:33])[C:9]1=[O:34])(C)(C)C.